From a dataset of Forward reaction prediction with 1.9M reactions from USPTO patents (1976-2016). Predict the product of the given reaction. (1) The product is: [N:17]1[CH:22]=[CH:21][C:20]([NH:23][C:24]([C:26]2[C:30]([C:31]3[CH:32]=[CH:33][CH:34]=[CH:35][CH:36]=3)=[C:29]([CH:37]=[C:9]3[C:8]4[C:12](=[CH:13][CH:14]=[CH:15][C:7]=4[CH:4]4[CH2:3][CH2:2][NH:1][CH2:6][CH2:5]4)[NH:11][C:10]3=[O:16])[NH:28][C:27]=2[CH3:39])=[O:25])=[CH:19][CH:18]=1. Given the reactants [NH:1]1[CH2:6][CH2:5][CH:4]([C:7]2[CH:15]=[CH:14][CH:13]=[C:12]3[C:8]=2[CH2:9][C:10](=[O:16])[NH:11]3)[CH2:3][CH2:2]1.[N:17]1[CH:22]=[CH:21][C:20]([NH:23][C:24]([C:26]2[C:30]([C:31]3[CH:36]=[CH:35][CH:34]=[CH:33][CH:32]=3)=[C:29]([CH:37]=O)[NH:28][C:27]=2[CH3:39])=[O:25])=[CH:19][CH:18]=1, predict the reaction product. (2) Given the reactants [CH3:1][CH:2]1[CH2:6][C:5]2([CH2:11][CH2:10][N:9]([C:12]([O:14][C:15]([CH3:18])([CH3:17])[CH3:16])=[O:13])[CH2:8][CH2:7]2)[C:4](=[O:19])[NH:3]1.C1(P(C2C=CC=CC=2)C2C3OC4C(=CC=CC=4P(C4C=CC=CC=4)C4C=CC=CC=4)C(C)(C)C=3C=CC=2)C=CC=CC=1.C(=O)([O-])[O-].[K+].[K+].O.Br[C:70]1[CH2:71][C:72](=[O:75])[O:73][CH:74]=1, predict the reaction product. The product is: [CH3:1][CH:2]1[CH2:6][C:5]2([CH2:11][CH2:10][N:9]([C:12]([O:14][C:15]([CH3:18])([CH3:17])[CH3:16])=[O:13])[CH2:8][CH2:7]2)[C:4](=[O:19])[N:3]1[C:70]1[CH2:74][O:73][C:72](=[O:75])[CH:71]=1. (3) The product is: [C:2]([NH:5][CH2:6][C:7]1[CH:8]=[CH:9][C:10]([C:13]2[CH:22]=[C:21]([C:23]([NH:25][CH2:26][C@H:27]3[CH2:32][CH2:31][C@H:30]([CH2:33][NH:34][C:35](=[O:41])[O:36][C:37]([CH3:39])([CH3:38])[CH3:40])[CH2:29][CH2:28]3)=[O:24])[C:20]3[C:15](=[CH:16][CH:17]=[CH:18][CH:19]=3)[N:14]=2)=[CH:11][CH:12]=1)(=[O:1])[NH2:3]. Given the reactants [O-:1][C:2]#[N:3].[K+].[NH2:5][CH2:6][C:7]1[CH:12]=[CH:11][C:10]([C:13]2[CH:22]=[C:21]([C:23]([NH:25][CH2:26][C@H:27]3[CH2:32][CH2:31][C@H:30]([CH2:33][NH:34][C:35](=[O:41])[O:36][C:37]([CH3:40])([CH3:39])[CH3:38])[CH2:29][CH2:28]3)=[O:24])[C:20]3[C:15](=[CH:16][CH:17]=[CH:18][CH:19]=3)[N:14]=2)=[CH:9][CH:8]=1.O, predict the reaction product. (4) Given the reactants O.O.[Sn](Cl)Cl.[Cl:6][C:7]1[CH:16]=[N:15][C:14]2[C:13]([N:17]3[CH2:22][CH2:21][O:20][CH2:19][CH2:18]3)=[N:12][C:11]([C:23]3[CH:28]=[CH:27][C:26]([N+:29]([O-])=O)=[CH:25][CH:24]=3)=[N:10][C:9]=2[CH:8]=1, predict the reaction product. The product is: [Cl:6][C:7]1[CH:16]=[N:15][C:14]2[C:13]([N:17]3[CH2:22][CH2:21][O:20][CH2:19][CH2:18]3)=[N:12][C:11]([C:23]3[CH:28]=[CH:27][C:26]([NH2:29])=[CH:25][CH:24]=3)=[N:10][C:9]=2[CH:8]=1.